From a dataset of Peptide-MHC class I binding affinity with 185,985 pairs from IEDB/IMGT. Regression. Given a peptide amino acid sequence and an MHC pseudo amino acid sequence, predict their binding affinity value. This is MHC class I binding data. (1) The peptide sequence is RYLRDQQLL. The MHC is HLA-A24:02 with pseudo-sequence HLA-A24:02. The binding affinity (normalized) is 0.686. (2) The peptide sequence is QLSLRMLSL. The MHC is HLA-A02:11 with pseudo-sequence HLA-A02:11. The binding affinity (normalized) is 0.0847.